Dataset: TCR-epitope binding with 47,182 pairs between 192 epitopes and 23,139 TCRs. Task: Binary Classification. Given a T-cell receptor sequence (or CDR3 region) and an epitope sequence, predict whether binding occurs between them. (1) The epitope is KLWAQCVQL. The TCR CDR3 sequence is CASSLSGAGELFF. Result: 0 (the TCR does not bind to the epitope). (2) The epitope is KRWIILGLNK. The TCR CDR3 sequence is CSARDWASGLSSYEQYF. Result: 1 (the TCR binds to the epitope). (3) The epitope is IYSKHTPINL. The TCR CDR3 sequence is CASSSGVNQPQHF. Result: 1 (the TCR binds to the epitope). (4) Result: 1 (the TCR binds to the epitope). The TCR CDR3 sequence is CASSPRQGLEGANVLTF. The epitope is LPPIVAKEI. (5) The epitope is CTELKLSDY. The TCR CDR3 sequence is CASSFAGGYGYTF. Result: 0 (the TCR does not bind to the epitope).